Dataset: Full USPTO retrosynthesis dataset with 1.9M reactions from patents (1976-2016). Task: Predict the reactants needed to synthesize the given product. (1) The reactants are: C(N(C(C)C)CC)(C)C.[CH3:10][Si:11]([CH2:14][CH2:15][O:16][CH2:17]Cl)([CH3:13])[CH3:12].[I:19][C:20]1[CH:21]=[N:22][NH:23][CH:24]=1. Given the product [I:19][C:20]1[CH:21]=[N:22][N:23]([CH2:17][O:16][CH2:15][CH2:14][Si:11]([CH3:13])([CH3:12])[CH3:10])[CH:24]=1, predict the reactants needed to synthesize it. (2) Given the product [CH3:10][O:11][C:12]([C:14]1([CH2:20][CH2:21][NH:4][C:3]2[CH:5]=[CH:6][C:7]([Br:9])=[CH:8][C:2]=2[CH3:1])[CH2:15][CH2:16][O:17][CH2:18][CH2:19]1)=[O:13], predict the reactants needed to synthesize it. The reactants are: [CH3:1][C:2]1[CH:8]=[C:7]([Br:9])[CH:6]=[CH:5][C:3]=1[NH2:4].[CH3:10][O:11][C:12]([C:14]1([CH2:20][CH:21]=O)[CH2:19][CH2:18][O:17][CH2:16][CH2:15]1)=[O:13].C(O)(=O)C.[BH-](OC(C)=O)(OC(C)=O)OC(C)=O.[Na+].NC1C=CC=CC=1. (3) Given the product [C:1]([C:3]1[C:4]([N:15]2[CH2:20][CH2:19][CH:18]([C:21]([NH:66][S:63]([CH2:62][C:58]3[CH:59]=[CH:60][CH:61]=[C:56]([CH3:55])[CH:57]=3)(=[O:64])=[O:65])=[O:22])[CH2:17][CH2:16]2)=[N:5][C:6]([CH3:14])=[C:7]([CH:8]=1)[C:9]([O:11][CH2:12][CH3:13])=[O:10])#[N:2], predict the reactants needed to synthesize it. The reactants are: [C:1]([C:3]1[C:4]([N:15]2[CH2:20][CH2:19][CH:18]([C:21](O)=[O:22])[CH2:17][CH2:16]2)=[N:5][C:6]([CH3:14])=[C:7]([C:9]([O:11][CH2:12][CH3:13])=[O:10])[CH:8]=1)#[N:2].CN(C(ON1N=NC2C=CC=CC1=2)=[N+](C)C)C.[B-](F)(F)(F)F.CCN(C(C)C)C(C)C.[CH3:55][C:56]1[CH:57]=[C:58]([CH2:62][S:63]([NH2:66])(=[O:65])=[O:64])[CH:59]=[CH:60][CH:61]=1.C([O-])(O)=O.[Na+]. (4) Given the product [Si:1]([O:8][CH2:9][C:10]1[CH:11]=[CH:12][C:13]([NH:16][C:17](=[O:37])[NH:18][C:19]2([CH2:52][C:51]([NH:50][C:47]3[CH:48]=[CH:49][C:44]([CH3:55])=[CH:45][CH:46]=3)=[O:54])[C:27]3[C:22](=[CH:23][CH:24]=[CH:25][CH:26]=3)[N:21]([CH2:28][CH:29]([O:33][CH2:34][CH3:35])[O:30][CH2:31][CH3:32])[C:20]2=[O:36])=[CH:14][CH:15]=1)([C:4]([CH3:6])([CH3:7])[CH3:5])([CH3:3])[CH3:2], predict the reactants needed to synthesize it. The reactants are: [Si:1]([O:8][CH2:9][C:10]1[CH:15]=[CH:14][C:13]([NH:16][C:17](=[O:37])[NH:18][CH:19]2[C:27]3[C:22](=[CH:23][CH:24]=[CH:25][CH:26]=3)[N:21]([CH2:28][CH:29]([O:33][CH2:34][CH3:35])[O:30][CH2:31][CH3:32])[C:20]2=[O:36])=[CH:12][CH:11]=1)([C:4]([CH3:7])([CH3:6])[CH3:5])([CH3:3])[CH3:2].CC(C)([O-])C.[K+].[C:44]1([CH3:55])[CH:49]=[CH:48][C:47]([NH:50][C:51](=[O:54])[CH2:52]Br)=[CH:46][CH:45]=1.O. (5) Given the product [C:31]1([S:37]([N:11]2[C:7]([C:2]3[CH:3]=[CH:4][CH:5]=[CH:6][N:1]=3)=[CH:8][C:9]([CH:12]=[O:13])=[CH:10]2)(=[O:39])=[O:38])[CH:36]=[CH:35][CH:34]=[CH:33][CH:32]=1, predict the reactants needed to synthesize it. The reactants are: [N:1]1[CH:6]=[CH:5][CH:4]=[CH:3][C:2]=1[C:7]1[NH:11][CH:10]=[C:9]([CH:12]=[O:13])[CH:8]=1.[H-].[Na+].C1OCCOCCOCCOCCOC1.[C:31]1([S:37](Cl)(=[O:39])=[O:38])[CH:36]=[CH:35][CH:34]=[CH:33][CH:32]=1. (6) Given the product [CH:19]([CH:13]1[S:10][C:9]([NH:8][C:3]2[CH:4]=[CH:5][CH:6]=[CH:7][C:2]=2[CH3:1])=[N:11][C:14]1=[O:15])([CH3:21])[CH3:20], predict the reactants needed to synthesize it. The reactants are: [CH3:1][C:2]1[CH:7]=[CH:6][CH:5]=[CH:4][C:3]=1[NH:8][C:9]([NH2:11])=[S:10].Br[CH:13]([CH:19]([CH3:21])[CH3:20])[C:14](OCC)=[O:15]. (7) The reactants are: Br[C:2]1[CH:10]=[C:9]([F:11])[CH:8]=[CH:7][C:3]=1[C:4]([OH:6])=[O:5].C(=O)([O-])[O-].[Cs+].[Cs+].CNC1CCCCC1NC.[NH:28]1[CH:32]=[CH:31][N:30]=[N:29]1. Given the product [F:11][C:9]1[CH:8]=[CH:7][C:3]([C:4]([OH:6])=[O:5])=[C:2]([N:29]2[N:30]=[CH:31][CH:32]=[N:28]2)[CH:10]=1, predict the reactants needed to synthesize it. (8) Given the product [CH2:68]([NH:75][C:2]1[CH:14]=[CH:13][C:5]([C:6]([O:8][C:9]([CH3:12])([CH3:11])[CH3:10])=[O:7])=[C:4]([CH3:15])[CH:3]=1)[C:69]1[CH:74]=[CH:73][CH:72]=[CH:71][CH:70]=1, predict the reactants needed to synthesize it. The reactants are: Br[C:2]1[CH:14]=[CH:13][C:5]([C:6]([O:8][C:9]([CH3:12])([CH3:11])[CH3:10])=[O:7])=[C:4]([CH3:15])[CH:3]=1.C(=O)([O-])[O-].[Cs+].[Cs+].C1C=CC(P(C2C(C3C(P(C4C=CC=CC=4)C4C=CC=CC=4)=CC=C4C=3C=CC=C4)=C3C(C=CC=C3)=CC=2)C2C=CC=CC=2)=CC=1.[CH2:68]([NH2:75])[C:69]1[CH:74]=[CH:73][CH:72]=[CH:71][CH:70]=1. (9) Given the product [CH:1]([O:4][CH:5]1[CH2:10][CH2:9][C:8]([C:21]2[O:25][N:24]=[C:23]([C:26]([O:28][CH2:29][CH3:30])=[O:27])[C:22]=2[CH3:31])=[CH:7][CH2:6]1)([CH3:2])[CH3:3], predict the reactants needed to synthesize it. The reactants are: [CH:1]([O:4][CH:5]1[CH2:10][CH2:9][C:8](B2OC(C)(C)C(C)(C)O2)=[CH:7][CH2:6]1)([CH3:3])[CH3:2].Br[C:21]1[O:25][N:24]=[C:23]([C:26]([O:28][CH2:29][CH3:30])=[O:27])[C:22]=1[CH3:31].C([O-])([O-])=O.[K+].[K+].C(Cl)Cl. (10) The reactants are: [Cl:1][C:2]1[CH:3]=[CH:4][C:5]([CH:23]=[O:24])=[C:6]2[C:10]=1[N:9]=[C:8]1[N:11]([C:15]3[CH:20]=[CH:19][C:18]([Cl:21])=[CH:17][C:16]=3[Cl:22])[CH2:12][CH2:13][CH2:14][N:7]21.[C:25]([Mg]Cl)#[CH:26]. Given the product [Cl:1][C:2]1[C:10]2[N:9]=[C:8]3[N:11]([C:15]4[CH:20]=[CH:19][C:18]([Cl:21])=[CH:17][C:16]=4[Cl:22])[CH2:12][CH2:13][CH2:14][N:7]3[C:6]=2[C:5]([CH:23]([OH:24])[C:25]#[CH:26])=[CH:4][CH:3]=1, predict the reactants needed to synthesize it.